From a dataset of Forward reaction prediction with 1.9M reactions from USPTO patents (1976-2016). Predict the product of the given reaction. (1) Given the reactants FC(F)(F)C1C=C(NC(=O)NC2C=CC(C3SC(CCC(O)=O)=NC=3)=CC=2)C=CC=1.[F:31][C:32]1[CH:37]=[CH:36][CH:35]=[CH:34][C:33]=1[NH:38][C:39](=[N:61][CH3:62])[NH:40][C:41]1[CH:46]=[CH:45][C:44]([C:47]2[S:51][C:50]([CH2:52][CH2:53][C:54]([CH3:60])([CH3:59])[C:55]([O:57]C)=[O:56])=[N:49][CH:48]=2)=[CH:43][CH:42]=1, predict the reaction product. The product is: [F:31][C:32]1[CH:37]=[CH:36][CH:35]=[CH:34][C:33]=1[NH:38][C:39](=[N:61][CH3:62])[NH:40][C:41]1[CH:42]=[CH:43][C:44]([C:47]2[S:51][C:50]([CH2:52][CH2:53][C:54]([CH3:59])([CH3:60])[C:55]([OH:57])=[O:56])=[N:49][CH:48]=2)=[CH:45][CH:46]=1. (2) Given the reactants [CH2:1]([O:3][C:4]([N:6]1[CH2:11][CH2:10][N:9]([C:12](=[O:50])[C@@H:13]([NH:23][C:24]([C:26]2[CH:30]=[C:29]([O:31][C@@H:32]([C:34]([O:36]CC3C=CC=CC=3)=[O:35])[CH3:33])[N:28]([C:44]3[CH:49]=[CH:48][CH:47]=[CH:46][CH:45]=3)[N:27]=2)=[O:25])[CH2:14][CH2:15][C:16]([O:18][C:19]([CH3:22])([CH3:21])[CH3:20])=[O:17])[CH2:8][CH2:7]1)=[O:5])[CH3:2], predict the reaction product. The product is: [CH2:1]([O:3][C:4]([N:6]1[CH2:11][CH2:10][N:9]([C:12](=[O:50])[C@@H:13]([NH:23][C:24]([C:26]2[CH:30]=[C:29]([O:31][C@@H:32]([C:34]([OH:36])=[O:35])[CH3:33])[N:28]([C:44]3[CH:49]=[CH:48][CH:47]=[CH:46][CH:45]=3)[N:27]=2)=[O:25])[CH2:14][CH2:15][C:16]([O:18][C:19]([CH3:22])([CH3:21])[CH3:20])=[O:17])[CH2:8][CH2:7]1)=[O:5])[CH3:2]. (3) Given the reactants [C:1]([C:5]1[CH:6]=[C:7]([CH3:12])[CH:8]=[CH:9][C:10]=1[F:11])([CH3:4])([CH3:3])[CH3:2].[Br:13]N1C(=O)CCC1=O.C(OOC(=O)C1C=CC=CC=1)(=O)C1C=CC=CC=1, predict the reaction product. The product is: [C:1]([C:5]1[CH:6]=[C:7]([CH:8]=[CH:9][C:10]=1[F:11])[CH2:12][Br:13])([CH3:4])([CH3:3])[CH3:2]. (4) The product is: [NH2:1][C:2]1[C:10]2[C:5](=[CH:6][CH:7]=[CH:8][C:9]=2[F:11])[C:4]([C:19]2[CH:20]=[C:21]([CH3:29])[C:22]([O:27][CH3:28])=[C:23]([CH:26]=2)[C:24]#[N:25])([C:12]2[CH:17]=[CH:16][CH:15]=[C:14]([C:34]3[CH:35]=[N:30][CH:31]=[N:32][CH:33]=3)[CH:13]=2)[N:3]=1. Given the reactants [NH2:1][C:2]1[C:10]2[C:5](=[CH:6][CH:7]=[CH:8][C:9]=2[F:11])[C:4]([C:19]2[CH:20]=[C:21]([CH3:29])[C:22]([O:27][CH3:28])=[C:23]([CH:26]=2)[C:24]#[N:25])([C:12]2[CH:17]=[CH:16][CH:15]=[C:14](Br)[CH:13]=2)[N:3]=1.[N:30]1[CH:35]=[C:34](B(O)O)[CH:33]=[N:32][CH:31]=1, predict the reaction product.